Dataset: NCI-60 drug combinations with 297,098 pairs across 59 cell lines. Task: Regression. Given two drug SMILES strings and cell line genomic features, predict the synergy score measuring deviation from expected non-interaction effect. Drug 1: C1=CC(=CC=C1CCC2=CNC3=C2C(=O)NC(=N3)N)C(=O)NC(CCC(=O)O)C(=O)O. Drug 2: CCC1(CC2CC(C3=C(CCN(C2)C1)C4=CC=CC=C4N3)(C5=C(C=C6C(=C5)C78CCN9C7C(C=CC9)(C(C(C8N6C)(C(=O)OC)O)OC(=O)C)CC)OC)C(=O)OC)O.OS(=O)(=O)O. Cell line: HS 578T. Synergy scores: CSS=45.5, Synergy_ZIP=8.16, Synergy_Bliss=8.39, Synergy_Loewe=-9.80, Synergy_HSA=9.08.